This data is from Forward reaction prediction with 1.9M reactions from USPTO patents (1976-2016). The task is: Predict the product of the given reaction. (1) Given the reactants [CH2:1]([C:4]1([C:21]2[CH:26]=[CH:25][C:24]([F:27])=[CH:23][CH:22]=2)[C:13]2[C:8](=[CH:9][CH:10]=[C:11]([Cl:14])[CH:12]=2)[NH:7][C:6](=[O:15])[N:5]1[CH2:16][C:17]([F:20])([F:19])[F:18])[CH:2]=[CH2:3], predict the reaction product. The product is: [Cl:14][C:11]1[CH:12]=[C:13]2[C:8](=[CH:9][CH:10]=1)[NH:7][C:6](=[O:15])[N:5]([CH2:16][C:17]([F:19])([F:18])[F:20])[C:4]2([C:21]1[CH:22]=[CH:23][C:24]([F:27])=[CH:25][CH:26]=1)[CH2:1][CH2:2][CH3:3]. (2) The product is: [CH3:1][CH2:2][CH2:3][CH2:4][CH2:5][CH2:6][CH2:7][CH2:8][CH2:9][CH2:10][CH2:11][CH2:12][CH2:13][CH2:14][CH2:15][CH2:16][CH2:17][C:18]([O:20][CH2:21][CH:22]([O:44][C:45]([CH2:47][CH2:48][CH2:49][CH2:50][CH2:51][CH2:52][CH2:53][CH2:54][CH2:55][CH2:56][CH2:57][CH2:58][CH2:59][CH2:60][CH2:61][CH2:62][CH3:63])=[O:46])[CH2:23][O:24][C:25]([CH2:27][CH2:28][CH2:29][CH2:30][CH2:31][CH2:32][CH2:33][CH2:34][CH2:35][CH2:36][CH2:37][CH2:38][CH2:39][CH2:40][CH2:41][CH2:42][CH3:43])=[O:26])=[O:19]. Given the reactants [CH3:1][CH2:2][CH2:3][CH2:4][CH2:5][CH2:6][CH2:7][CH2:8][CH2:9][CH2:10][CH2:11][CH2:12][CH2:13][CH2:14][CH2:15][CH2:16][CH2:17][C:18]([O:20][CH2:21][CH:22]([O:44][C:45]([CH2:47][CH2:48][CH2:49][CH2:50][CH2:51][CH2:52][CH2:53][CH2:54][CH2:55][CH2:56][CH2:57][CH2:58][CH2:59][CH2:60][CH2:61][CH2:62][CH3:63])=[O:46])[CH2:23][O:24][C:25]([CH2:27][CH2:28][CH2:29][CH2:30][CH2:31][CH2:32][CH2:33][CH2:34][CH2:35][CH2:36][CH2:37][CH2:38][CH2:39][CH2:40][CH2:41][CH2:42][CH3:43])=[O:26])=[O:19].CCCCCCCC/C=C\CCCCCCCC(OCC(COC(CCCCCCC/C=C\CCCCCCCC)=O)OC(CCCCCCC/C=C\CCCCCCCC)=O)=O.[Na], predict the reaction product. (3) Given the reactants [N+:1]([CH:4]([CH:7]=O)[CH:5]=O)([O-:3])=[O:2].CS[C:11](=[NH:13])[NH2:12].[CH3:14][N:15]1[CH2:20][CH2:19][NH:18][CH2:17][CH2:16]1, predict the reaction product. The product is: [CH3:14][N:15]1[CH2:20][CH2:19][N:18]([C:11]2[N:13]=[CH:7][C:4]([N+:1]([O-:3])=[O:2])=[CH:5][N:12]=2)[CH2:17][CH2:16]1. (4) The product is: [CH3:11][C:9]1[CH:10]=[C:6]([Sn:5]([CH2:17][CH2:18][CH2:19][CH3:20])([CH2:21][CH2:22][CH2:23][CH3:24])[CH2:1][CH2:2][CH2:3][CH3:4])[S:7][C:8]=1[CH:12]=[O:13]. Given the reactants [CH2:1]([Sn:5]([CH2:21][CH2:22][CH2:23][CH3:24])([CH2:17][CH2:18][CH2:19][CH3:20])[C:6]1[S:7][C:8]([CH:12]2OCC[O:13]2)=[C:9]([CH3:11])[CH:10]=1)[CH2:2][CH2:3][CH3:4].Cl, predict the reaction product. (5) Given the reactants [CH3:1][O:2][C:3]1[CH:8]=[CH:7][C:6]([C:9]2[NH:10][C:11]([NH:14][C:15](=[O:28])[C:16]([CH3:27])([S:18]([CH:21]3[CH2:26][CH2:25][O:24][CH2:23][CH2:22]3)(=[O:20])=[O:19])[CH3:17])=[N:12][N:13]=2)=[CH:5][CH:4]=1.[H-].[Na+].[CH3:31]I, predict the reaction product. The product is: [CH3:1][O:2][C:3]1[CH:8]=[CH:7][C:6]([C:9]2[N:10]=[C:11]([NH:14][C:15](=[O:28])[C:16]([CH3:17])([S:18]([CH:21]3[CH2:26][CH2:25][O:24][CH2:23][CH2:22]3)(=[O:20])=[O:19])[CH3:27])[N:12]([CH3:31])[N:13]=2)=[CH:5][CH:4]=1. (6) Given the reactants Cl[C:2]1[N:7]=[C:6]([CH2:8][CH2:9][C:10]2[CH:15]=[CH:14][CH:13]=[CH:12][C:11]=2[C:16]2(C(N)=O)[CH2:18][CH2:17]2)[C:5]([Cl:22])=[CH:4][N:3]=1.C([O-])([O-])=O.[Cs+].[Cs+].[NH2:29][C:30]1[CH:34]=[C:33]([CH3:35])[N:32](C(OC(C)(C)C)=O)[N:31]=1.NC1[N:48]([C:49](OC(C)(C)C)=[O:50])N=C(C)C=1.CC1(C)C2C(=C(P(C3C=CC=CC=3)C3C=CC=CC=3)C=CC=2)OC2C(P(C3C=CC=CC=3)C3C=CC=CC=3)=CC=CC1=2.C(O)(C(F)(F)F)=O.C([O-])([O-])=O.[Na+].[Na+], predict the reaction product. The product is: [Cl:22][C:5]1[C:6]([CH2:8][CH2:9][C:10]2[CH:15]=[CH:14][CH:13]=[CH:12][C:11]=2[CH:16]2[CH2:17][CH:18]2[C:49]([NH2:48])=[O:50])=[N:7][C:2]([NH:29][C:30]2[CH:34]=[C:33]([CH3:35])[NH:32][N:31]=2)=[N:3][CH:4]=1. (7) Given the reactants [F:1][C:2]1[CH:3]=[C:4]([OH:25])[CH:5]=[C:6]([C:8]2[CH:13]=[C:12]([O:14][CH2:15][C:16]3[CH:21]=[CH:20][CH:19]=[CH:18][N:17]=3)[N:11]=[C:10]3[CH2:22][CH2:23][CH2:24][C:9]=23)[CH:7]=1.[CH3:26][S:27](Cl)(=[O:29])=[O:28], predict the reaction product. The product is: [CH3:26][S:27]([O:25][C:4]1[CH:5]=[C:6]([C:8]2[CH:13]=[C:12]([O:14][CH2:15][C:16]3[CH:21]=[CH:20][CH:19]=[CH:18][N:17]=3)[N:11]=[C:10]3[CH2:22][CH2:23][CH2:24][C:9]=23)[CH:7]=[C:2]([F:1])[CH:3]=1)(=[O:29])=[O:28].